Dataset: Catalyst prediction with 721,799 reactions and 888 catalyst types from USPTO. Task: Predict which catalyst facilitates the given reaction. (1) Reactant: [N+:1]([C:4]1[CH:5]=[C:6]([C:10]2[CH:19]=[CH:18][CH:17]=[C:16]3[C:11]=2[CH:12]=[CH:13][N:14]=[CH:15]3)[CH:7]=[CH:8][CH:9]=1)([O-])=O. Product: [NH2:1][C:4]1[CH:5]=[C:6]([C:10]2[CH:19]=[CH:18][CH:17]=[C:16]3[C:11]=2[CH:12]=[CH:13][N:14]=[CH:15]3)[CH:7]=[CH:8][CH:9]=1. The catalyst class is: 401. (2) Reactant: [Cl:1][C:2]1[CH:7]=[CH:6][CH:5]=[C:4]([F:8])[C:3]=1[NH:9][C:10]1[NH:22][C:21]2[C:16]3[N:17]=[C:18]([CH3:20])[O:19][C:15]=3[C:14]([C:23]([O:25]C)=O)=[CH:13][C:12]=2[N:11]=1.[F:27][C:28]1[CH:34]=[CH:33][C:31]([NH2:32])=[CH:30][C:29]=1[C:35]([F:38])([F:37])[F:36].C[Al](C)C. Product: [Cl:1][C:2]1[CH:7]=[CH:6][CH:5]=[C:4]([F:8])[C:3]=1[NH:9][C:10]1[NH:22][C:21]2[C:16]3[N:17]=[C:18]([CH3:20])[O:19][C:15]=3[C:14]([C:23]([NH:32][C:31]3[CH:33]=[CH:34][C:28]([F:27])=[C:29]([C:35]([F:38])([F:36])[F:37])[CH:30]=3)=[O:25])=[CH:13][C:12]=2[N:11]=1. The catalyst class is: 11. (3) Reactant: Cl.[CH3:2][O:3][C:4](=[O:14])[CH:5]([NH2:13])[CH2:6][C:7]1[CH:12]=[CH:11][CH:10]=[CH:9][CH:8]=1.C(N(CC)CC)C.[CH3:22][O:23][CH2:24][C:25](Cl)=[O:26].C(=O)(O)[O-].[Na+]. Product: [CH3:2][O:3][C:4](=[O:14])[C@@H:5]([NH:13][C:25](=[O:26])[CH2:24][O:23][CH3:22])[CH2:6][C:7]1[CH:12]=[CH:11][CH:10]=[CH:9][CH:8]=1. The catalyst class is: 146. (4) Reactant: [NH2:1][C:2]1[C:3]([C:16]#[N:17])=[N:4][C:5]([C:8]2[CH:13]=[CH:12][CH:11]=[C:10]([CH2:14][OH:15])[CH:9]=2)=[CH:6][N:7]=1.[NH:18]([C:20]([C@H:22]1[CH2:27][CH2:26][CH2:25][N:24]([C:28]([O:30][C:31]([CH3:34])([CH3:33])[CH3:32])=[O:29])[CH2:23]1)=O)[NH2:19]. Product: [NH2:1][C:2]1[C:3]([C:16]2[NH:19][N:18]=[C:20]([C@@H:22]3[CH2:27][CH2:26][CH2:25][N:24]([C:28]([O:30][C:31]([CH3:34])([CH3:33])[CH3:32])=[O:29])[CH2:23]3)[N:17]=2)=[N:4][C:5]([C:8]2[CH:13]=[CH:12][CH:11]=[C:10]([CH2:14][OH:15])[CH:9]=2)=[CH:6][N:7]=1. The catalyst class is: 6. (5) Reactant: Cl[CH2:2][CH2:3][CH2:4][N:5]1[CH2:11][CH2:10][C:9](=[N:12][OH:13])[C:8]2[N:14]([CH3:17])[CH:15]=[CH:16][C:7]=2[S:6]1(=[O:19])=[O:18].Cl.[F:21][C:22]1[CH:35]=[CH:34][C:25]([C:26]([CH:28]2[CH2:33][CH2:32][NH:31][CH2:30][CH2:29]2)=[O:27])=[CH:24][CH:23]=1.C(=O)([O-])O.[Na+].[I-].[Na+]. The catalyst class is: 10. Product: [F:21][C:22]1[CH:23]=[CH:24][C:25]([C:26]([CH:28]2[CH2:33][CH2:32][N:31]([CH2:2][CH2:3][CH2:4][N:5]3[CH2:11][CH2:10][C:9](=[N:12][OH:13])[C:8]4[N:14]([CH3:17])[CH:15]=[CH:16][C:7]=4[S:6]3(=[O:19])=[O:18])[CH2:30][CH2:29]2)=[O:27])=[CH:34][CH:35]=1. (6) Reactant: [CH3:1][O:2][C:3]1[CH:4]=[C:5]2[C:10](=[CH:11][C:12]=1[O:13][CH3:14])[N:9]=[CH:8][CH:7]=[C:6]2[O:15][C:16]1[CH:22]=[CH:21][C:19]([NH2:20])=[CH:18][CH:17]=1.Cl[C:24](Cl)([O:26][C:27](=[O:33])OC(Cl)(Cl)Cl)Cl.[C:35]([C:39]1C=[CH:43][CH:42]=[CH:41][C:40]=1O)([CH3:38])([CH3:37])[CH3:36].C(=O)(O)[O-].[Na+]. Product: [CH3:1][O:2][C:3]1[CH:4]=[C:5]2[C:10](=[CH:11][C:12]=1[O:13][CH3:14])[N:9]=[CH:8][CH:7]=[C:6]2[O:15][C:16]1[CH:22]=[CH:21][C:19]([NH:20][C:27](=[O:33])[O:26][C:24]2[CH:43]=[CH:42][CH:41]=[CH:40][C:39]=2[C:35]([CH3:38])([CH3:37])[CH3:36])=[CH:18][CH:17]=1. The catalyst class is: 208. (7) Reactant: [N:1]1[N:9]2[C:4]([CH2:5][O:6][CH2:7][CH2:8]2)=[CH:3][C:2]=1[NH:10][C:11]1[C:12](=[O:27])[N:13]([CH3:26])[CH:14]=[C:15](B2OC(C)(C)C(C)(C)O2)[CH:16]=1.[C:28]([O:31][CH2:32][C:33]1[C:38]([N:39]2[C:51](=[O:52])[C:50]3[S:49][C:48]4[CH2:47][CH2:46][CH2:45][CH2:44][C:43]=4[C:42]=3[CH2:41][CH2:40]2)=[CH:37][C:36]([F:53])=[CH:35][C:34]=1Br)(=[O:30])[CH3:29].C([O-])([O-])=O.[Na+].[Na+]. Product: [C:28]([O:31][CH2:32][C:33]1[C:38]([N:39]2[C:51](=[O:52])[C:50]3[S:49][C:48]4[CH2:47][CH2:46][CH2:45][CH2:44][C:43]=4[C:42]=3[CH2:41][CH2:40]2)=[CH:37][C:36]([F:53])=[CH:35][C:34]=1[C:15]1[CH:16]=[C:11]([NH:10][C:2]2[CH:3]=[C:4]3[N:9]([N:1]=2)[CH2:8][CH2:7][O:6][CH2:5]3)[C:12](=[O:27])[N:13]([CH3:26])[CH:14]=1)(=[O:30])[CH3:29]. The catalyst class is: 438.